From a dataset of NCI-60 drug combinations with 297,098 pairs across 59 cell lines. Regression. Given two drug SMILES strings and cell line genomic features, predict the synergy score measuring deviation from expected non-interaction effect. Drug 1: CC(C)(C#N)C1=CC(=CC(=C1)CN2C=NC=N2)C(C)(C)C#N. Drug 2: C1CN(P(=O)(OC1)NCCCl)CCCl. Cell line: SN12C. Synergy scores: CSS=-2.06, Synergy_ZIP=4.82, Synergy_Bliss=6.60, Synergy_Loewe=-1.68, Synergy_HSA=-1.05.